Dataset: Full USPTO retrosynthesis dataset with 1.9M reactions from patents (1976-2016). Task: Predict the reactants needed to synthesize the given product. The reactants are: N(C(OCC)=O)=NC(OCC)=O.[C:13]1([CH3:27])[CH:18]=[CH:17][C:16]([S:19]([O:22][CH2:23][CH:24]([OH:26])[CH3:25])(=[O:21])=[O:20])=[CH:15][CH:14]=1.C1(P(C2C=CC=CC=2)C2C=CC=CC=2)C=CC=CC=1.[I:47][C:48]1[CH:53]=[C:52]([O:54][C:55]([F:58])([F:57])[F:56])[CH:51]=[CH:50][C:49]=1O. Given the product [I:47][C:48]1[CH:53]=[C:52]([O:54][C:55]([F:56])([F:57])[F:58])[CH:51]=[CH:50][C:49]=1[O:26][CH:24]([CH3:25])[CH2:23][O:22][S:19]([C:16]1[CH:15]=[CH:14][C:13]([CH3:27])=[CH:18][CH:17]=1)(=[O:20])=[O:21], predict the reactants needed to synthesize it.